This data is from Forward reaction prediction with 1.9M reactions from USPTO patents (1976-2016). The task is: Predict the product of the given reaction. (1) Given the reactants [CH2:1]([C:4]1[CH:9]=[CH:8][CH:7]=[CH:6][C:5]=1[OH:10])[CH2:2][CH3:3].[H-].[Na+].I[CH3:14], predict the reaction product. The product is: [CH3:14][O:10][C:5]1[CH:6]=[CH:7][CH:8]=[CH:9][C:4]=1[CH2:1][CH2:2][CH3:3]. (2) Given the reactants N1(C(Cl)=O)CCOCC1.[N:10]1([C:16]([N:18]=[C:19]=[S:20])=[O:17])[CH2:15][CH2:14][O:13][CH2:12][CH2:11]1.[Cl:21][C:22]1[CH:23]=[C:24]([CH:26]=[CH:27][C:28]=1[O:29][C:30]1[C:39]2[C:34](=[CH:35][C:36]([O:42][CH3:43])=[C:37]([O:40][CH3:41])[CH:38]=2)[N:33]=[CH:32][CH:31]=1)[NH2:25].C1(C)C=CC=CC=1, predict the reaction product. The product is: [N:10]1([C:16]([N:18]=[C:19]=[S:20])=[O:17])[CH2:11][CH2:12][O:13][CH2:14][CH2:15]1.[Cl:21][C:22]1[CH:23]=[C:24]([NH:25][C:19]([NH:18][C:16]([N:10]2[CH2:11][CH2:12][O:13][CH2:14][CH2:15]2)=[O:17])=[S:20])[CH:26]=[CH:27][C:28]=1[O:29][C:30]1[C:39]2[C:34](=[CH:35][C:36]([O:42][CH3:43])=[C:37]([O:40][CH3:41])[CH:38]=2)[N:33]=[CH:32][CH:31]=1. (3) Given the reactants [NH2:1][C:2]1[CH:16]=[CH:15][CH:14]=[CH:13][C:3]=1[C:4]([NH:6][CH2:7][CH2:8][CH2:9][C:10]([OH:12])=[O:11])=[O:5].C[Si](Cl)(C)C.C(N(CC)CC)C.[Cl:29][C:30]1[CH:38]=[CH:37][C:33]([C:34](Cl)=[O:35])=[C:32]([OH:39])[CH:31]=1.[OH-].[Na+].Cl, predict the reaction product. The product is: [Cl:29][C:30]1[CH:38]=[CH:37][C:33]([C:34]([NH:1][C:2]2[CH:16]=[CH:15][CH:14]=[CH:13][C:3]=2[C:4]([NH:6][CH2:7][CH2:8][CH2:9][C:10]([OH:12])=[O:11])=[O:5])=[O:35])=[C:32]([OH:39])[CH:31]=1. (4) Given the reactants [C:1]([CH2:4][O:5][C@H:6]1[C@H:11]([C:12]2[CH:17]=[CH:16][C:15]([O:18][CH2:19][CH2:20][CH2:21][O:22][CH3:23])=[CH:14][CH:13]=2)[C@@H:10]([O:24][CH2:25][C:26]2[CH:27]=[CH:28][C:29]3[O:34][CH2:33][CH2:32][N:31]([CH2:35][CH2:36][CH2:37][O:38][CH3:39])[C:30]=3[CH:40]=2)[CH2:9][N:8]([C:41]([O:43][CH2:44][C:45]2[CH:50]=[CH:49][CH:48]=[CH:47][CH:46]=2)=[O:42])[CH2:7]1)(O)=[O:2].[CH2:51]([NH:53][CH2:54][CH3:55])[CH3:52].C(N(CC)CC)C, predict the reaction product. The product is: [CH2:51]([N:53]([CH2:54][CH3:55])[C:1]([CH2:4][O:5][C@H:6]1[C@H:11]([C:12]2[CH:17]=[CH:16][C:15]([O:18][CH2:19][CH2:20][CH2:21][O:22][CH3:23])=[CH:14][CH:13]=2)[C@@H:10]([O:24][CH2:25][C:26]2[CH:27]=[CH:28][C:29]3[O:34][CH2:33][CH2:32][N:31]([CH2:35][CH2:36][CH2:37][O:38][CH3:39])[C:30]=3[CH:40]=2)[CH2:9][N:8]([C:41]([O:43][CH2:44][C:45]2[CH:50]=[CH:49][CH:48]=[CH:47][CH:46]=2)=[O:42])[CH2:7]1)=[O:2])[CH3:52]. (5) Given the reactants [CH3:1][N:2](C)[CH2:3][CH2:4][O:5][C:6]1[CH:7]=[C:8]([NH:12][C:13]2[N:18]=[C:17]([C:19]3[C:20]([C:32]4[CH:33]=[C:34]([NH:38]C(=O)C5C(F)=CC=CC=5F)[CH:35]=[CH:36][CH:37]=4)=[N:21][N:22]4[CH:27]=[C:26](C(F)(F)F)[CH:25]=[CH:24][C:23]=34)[CH:16]=[CH:15][N:14]=2)[CH:9]=[CH:10][CH:11]=1.ClCCO[C:54]1[CH:55]=C(NC2N=C(C3C(C4C=C(NC(=O)C(F)(F)F)C=CC=4)=NN4C=CC=CC=34)C=CN=2)C=C[CH:59]=1.CNCC=C, predict the reaction product. The product is: [NH2:38][C:34]1[CH:33]=[C:32]([C:20]2[C:19]([C:17]3[CH:16]=[CH:15][N:14]=[C:13]([NH:12][C:8]4[CH:9]=[CH:10][CH:11]=[C:6]([O:5][CH2:4][CH2:3][N:2]([CH3:1])[CH2:55][CH:54]=[CH2:59])[CH:7]=4)[N:18]=3)=[C:23]3[CH:24]=[CH:25][CH:26]=[CH:27][N:22]3[N:21]=2)[CH:37]=[CH:36][CH:35]=1.